Dataset: Forward reaction prediction with 1.9M reactions from USPTO patents (1976-2016). Task: Predict the product of the given reaction. (1) Given the reactants [CH3:1][O:2][C:3](=[O:32])[C:4]1[CH:9]=[CH:8][C:7]([CH2:10][N:11]2[CH:15]=[C:14]([C:16]3[CH:21]=[CH:20][C:19]([Cl:22])=[CH:18][C:17]=3[Cl:23])[N:13]=[C:12]2[CH2:24][C:25]2[CH:30]=[CH:29][C:28](Br)=[CH:27][CH:26]=2)=[CH:6][CH:5]=1.[NH2:33][C:34]1[CH:35]=[C:36](B(O)O)[CH:37]=[CH:38][CH:39]=1, predict the reaction product. The product is: [CH3:1][O:2][C:3](=[O:32])[C:4]1[CH:9]=[CH:8][C:7]([CH2:10][N:11]2[CH:15]=[C:14]([C:16]3[CH:21]=[CH:20][C:19]([Cl:22])=[CH:18][C:17]=3[Cl:23])[N:13]=[C:12]2[CH2:24][C:25]2[CH:30]=[CH:29][C:28]([C:38]3[CH:37]=[CH:36][CH:35]=[C:34]([NH2:33])[CH:39]=3)=[CH:27][CH:26]=2)=[CH:6][CH:5]=1. (2) Given the reactants [CH:1]([O:4][C:5]([N:7]1[CH2:13][CH2:12][CH2:11][CH:10]([N:14]([C:30](=[O:32])[CH3:31])[CH2:15][C:16]2[CH:21]=[C:20]([C:22]([F:25])([F:24])[F:23])[CH:19]=[C:18]([C:26]([F:29])([F:28])[F:27])[CH:17]=2)[C:9]2[CH:33]=[C:34](Br)[C:35]([CH3:37])=[CH:36][C:8]1=2)=[O:6])([CH3:3])[CH3:2].C([N:42](CC1C=C(C(F)(F)F)C=C(C(F)(F)F)C=1)C1CCCN(C(OC(C)C)=O)C2C=C(N)C=CC1=2)(=O)C, predict the reaction product. The product is: [C:30]([N:14]([CH2:15][C:16]1[CH:21]=[C:20]([C:22]([F:25])([F:24])[F:23])[CH:19]=[C:18]([C:26]([F:29])([F:28])[F:27])[CH:17]=1)[CH:10]1[CH2:11][CH2:12][CH2:13][N:7]([C:5]([O:4][CH:1]([CH3:3])[CH3:2])=[O:6])[C:8]2[CH:36]=[C:35]([CH3:37])[C:34]([NH2:42])=[CH:33][C:9]1=2)(=[O:32])[CH3:31].